This data is from Catalyst prediction with 721,799 reactions and 888 catalyst types from USPTO. The task is: Predict which catalyst facilitates the given reaction. (1) Reactant: C[O:2][C:3]([C:5]1[CH:10]=[C:9]([CH3:11])[C:8](=[O:12])[N:7]([CH3:13])[CH:6]=1)=[O:4].[OH-].[Na+]. Product: [CH3:13][N:7]1[C:8](=[O:12])[C:9]([CH3:11])=[CH:10][C:5]([C:3]([OH:4])=[O:2])=[CH:6]1. The catalyst class is: 5. (2) Reactant: [F:1][C:2]([F:11])([F:10])[C:3]1[CH:8]=[CH:7][CH:6]=[CH:5][C:4]=1[OH:9].C(=O)([O-])[O-].[Cs+].[Cs+].Br[CH2:19][C:20]([O:22][CH2:23][CH3:24])=[O:21]. Product: [CH2:23]([O:22][C:20](=[O:21])[CH2:19][O:9][C:4]1[CH:5]=[CH:6][CH:7]=[CH:8][C:3]=1[C:2]([F:10])([F:11])[F:1])[CH3:24]. The catalyst class is: 744. (3) Reactant: O1CCCC1CCO.C([O:16][C:17]1[CH:21]=[C:20](/[CH:22]=[CH:23]/[C:24]([O:26][CH2:27][CH3:28])=[O:25])[N:19]([CH2:29][CH:30]([CH3:32])[CH3:31])[N:18]=1)C1C=CC=CC=1. Product: [OH:16][C:17]1[CH:21]=[C:20]([CH2:22][CH2:23][C:24]([O:26][CH2:27][CH3:28])=[O:25])[N:19]([CH2:29][CH:30]([CH3:31])[CH3:32])[N:18]=1. The catalyst class is: 719. (4) Reactant: [CH2:1]([O:3][C:4]([C:6]1[CH:7]=[C:8]2[C:13](=[CH:14][CH:15]=1)[NH:12][CH:11]([C:16]1[CH:21]=[CH:20][CH:19]=[C:18]([NH:22][CH:23]([CH3:25])[CH3:24])[CH:17]=1)[C:10]([CH3:27])([CH3:26])[CH2:9]2)=[O:5])[CH3:2].[O-:28][C:29]#[N:30].[Na+]. Product: [CH2:1]([O:3][C:4]([C:6]1[CH:7]=[C:8]2[C:13](=[CH:14][CH:15]=1)[NH:12][CH:11]([C:16]1[CH:21]=[CH:20][CH:19]=[C:18]([N:22]([CH:23]([CH3:24])[CH3:25])[C:29]([NH2:30])=[O:28])[CH:17]=1)[C:10]([CH3:26])([CH3:27])[CH2:9]2)=[O:5])[CH3:2]. The catalyst class is: 86.